The task is: Predict the reaction yield, written as a fraction of the theoretical maximum amount of product (1.0 means a 100% yield; for example, 0.34 means a 34% yield).. This data is from Reaction yield outcomes from USPTO patents with 853,638 reactions. The reactants are [Na:1].C(C1(C[CH2:15][O:16][C:17]2[CH:22]=[CH:21][N:20]=[C:19]([CH2:23][S:24]([C:26]3[NH:30][C:29]4[CH:31]=[CH:32][CH:33]=[CH:34][C:28]=4[N:27]=3)=[O:25])[C:18]=2[CH3:35])OCC2(OCCO2)CO1)C.ClC1C=CC=C(C(OO)=O)C=1.[CH3:47][C:48]1(CO)[O:52][CH2:51][CH2:50][O:49]1. The yield is 0.129. No catalyst specified. The product is [Na:1].[CH3:35][C:18]1[C:19]([CH2:23][S:24]([C:26]2[NH:30][C:29]3[CH:31]=[CH:32][CH:33]=[CH:34][C:28]=3[N:27]=2)=[O:25])=[N:20][CH:21]=[CH:22][C:17]=1[O:16][CH2:15][C:48]1([CH3:47])[O:52][CH2:51][CH2:50][O:49]1.